Dataset: Forward reaction prediction with 1.9M reactions from USPTO patents (1976-2016). Task: Predict the product of the given reaction. (1) Given the reactants [CH3:1][O:2][C:3](=[O:33])[C:4]([NH:25][C:26]([O:28][C:29]([CH3:32])([CH3:31])[CH3:30])=[O:27])=[CH:5][C:6]1[CH:11]=[CH:10][C:9]([O:12][CH2:13][C:14]2[CH:19]=[CH:18][CH:17]=[CH:16][CH:15]=2)=[CH:8][C:7]=1[CH2:20][O:21][C:22](=[O:24])[CH3:23].[H][H], predict the reaction product. The product is: [CH3:1][O:2][C:3](=[O:33])[CH:4]([NH:25][C:26]([O:28][C:29]([CH3:32])([CH3:31])[CH3:30])=[O:27])[CH2:5][C:6]1[CH:11]=[CH:10][C:9]([O:12][CH2:13][C:14]2[CH:19]=[CH:18][CH:17]=[CH:16][CH:15]=2)=[CH:8][C:7]=1[CH2:20][O:21][C:22](=[O:24])[CH3:23]. (2) The product is: [C:21]1(=[O:30])[N:20]([CH2:19][CH2:18][CH2:17][N:1]2[C:9]3[C:4](=[CH:5][CH:6]=[CH:7][CH:8]=3)[CH:3]=[C:2]2[C:10]([O:12][CH3:13])=[O:11])[C:24](=[O:25])[C:23]2=[CH:26][CH:27]=[CH:28][CH:29]=[C:22]12. Given the reactants [NH:1]1[C:9]2[C:4](=[CH:5][CH:6]=[CH:7][CH:8]=2)[CH:3]=[C:2]1[C:10]([O:12][CH3:13])=[O:11].[H-].[Na+].Br[CH2:17][CH2:18][CH2:19][N:20]1[C:24](=[O:25])[C:23]2=[CH:26][CH:27]=[CH:28][CH:29]=[C:22]2[C:21]1=[O:30], predict the reaction product. (3) Given the reactants [CH:1]1([CH2:6][C@H:7]([N:11]2[CH2:19][C:18]3[C:13](=[CH:14][CH:15]=[CH:16][C:17]=3[C:20]([F:23])([F:22])[F:21])[C:12]2=[O:24])[C:8](O)=[O:9])[CH2:5][CH2:4][CH2:3][CH2:2]1.C(Cl)(=O)C(Cl)=O.[CH3:31][C:32]1([CH3:44])[O:36][C@@H:35]([C:37]2[N:38]=[CH:39][C:40]([NH2:43])=[N:41][CH:42]=2)[CH2:34][O:33]1.N1C(C)=CC=CC=1C, predict the reaction product. The product is: [CH:1]1([CH2:6][C@H:7]([N:11]2[CH2:19][C:18]3[C:13](=[CH:14][CH:15]=[CH:16][C:17]=3[C:20]([F:21])([F:22])[F:23])[C:12]2=[O:24])[C:8]([NH:43][C:40]2[CH:39]=[N:38][C:37]([C@H:35]3[CH2:34][O:33][C:32]([CH3:44])([CH3:31])[O:36]3)=[CH:42][N:41]=2)=[O:9])[CH2:2][CH2:3][CH2:4][CH2:5]1. (4) Given the reactants C[C:2]1(C)[O:7][C:6]2[C:8]([O:12][CH:13]([CH3:15])[CH3:14])=[CH:9][CH:10]=[CH:11][C:5]=2[C:4](=[O:16])[O:3]1.C[O-].[Na+], predict the reaction product. The product is: [OH:7][C:6]1[C:8]([O:12][CH:13]([CH3:15])[CH3:14])=[CH:9][CH:10]=[CH:11][C:5]=1[C:4]([O:3][CH3:2])=[O:16].